Dataset: Full USPTO retrosynthesis dataset with 1.9M reactions from patents (1976-2016). Task: Predict the reactants needed to synthesize the given product. Given the product [C:1]1([CH2:7][C@H:8]([N:60]=[N+:61]=[N-:62])[C:10]2[S:11][CH:12]=[CH:13][N:14]=2)[CH:6]=[CH:5][CH:4]=[CH:3][CH:2]=1, predict the reactants needed to synthesize it. The reactants are: [C:1]1([CH2:7][C@H:8]([C:10]2[S:11][CH:12]=[CH:13][N:14]=2)O)[CH:6]=[CH:5][CH:4]=[CH:3][CH:2]=1.C1(P(C2C=CC=CC=2)C2C=CC=CC=2)C=CC=CC=1.CCOC(/N=N/C(OCC)=O)=O.C1(P([N:60]=[N+:61]=[N-:62])(C2C=CC=CC=2)=O)C=CC=CC=1.